Dataset: Reaction yield outcomes from USPTO patents with 853,638 reactions. Task: Predict the reaction yield, written as a fraction of the theoretical maximum amount of product (1.0 means a 100% yield; for example, 0.34 means a 34% yield). (1) The reactants are C(OC(=O)[NH:7][C@H:8]1[CH2:13][CH2:12][C@H:11]([CH2:14][CH2:15][N:16]2[CH2:21][CH2:20][CH:19]([C:22]3[C:30]4[O:29][CH2:28][O:27][C:26]=4[CH:25]=[CH:24][CH:23]=3)[CH2:18][CH2:17]2)[CH2:10][CH2:9]1)(C)(C)C.[ClH:32]. The catalyst is ClCCl. The product is [ClH:32].[O:27]1[C:26]2[CH:25]=[CH:24][CH:23]=[C:22]([CH:19]3[CH2:20][CH2:21][N:16]([CH2:15][CH2:14][C@H:11]4[CH2:10][CH2:9][C@H:8]([NH2:7])[CH2:13][CH2:12]4)[CH2:17][CH2:18]3)[C:30]=2[O:29][CH2:28]1. The yield is 1.00. (2) The reactants are Br[CH:2]([C:12]1[CH:17]=[N:16][CH:15]=[C:14]([CH3:18])[N:13]=1)[CH:3](Br)[C:4]1[CH:9]=[CH:8][CH:7]=[C:6]([F:10])[CH:5]=1.C1CCN2C(=NCCC2)CC1.CCCCCC.C(OCC)(=O)C. The catalyst is C1COCC1. The product is [F:10][C:6]1[CH:5]=[C:4]([C:3]#[C:2][C:12]2[CH:17]=[N:16][CH:15]=[C:14]([CH3:18])[N:13]=2)[CH:9]=[CH:8][CH:7]=1. The yield is 0.250. (3) The reactants are [F:1][C:2]1[CH:3]=[C:4](/[CH:9]=[CH:10]/[C:11]([OH:13])=O)[CH:5]=[C:6]([F:8])[CH:7]=1.CCN(C(C)C)C(C)C.C(Cl)(=O)C(C)(C)C.[C:30]1([C@@H:36]2[CH2:40][O:39][C:38](=[O:41])[NH:37]2)[CH:35]=[CH:34][CH:33]=[CH:32][CH:31]=1.C([Li])CCC. The catalyst is CCOCC.C1COCC1. The product is [F:8][C:6]1[CH:5]=[C:4](/[CH:9]=[CH:10]/[C:11]([N:37]2[C@H:36]([C:30]3[CH:35]=[CH:34][CH:33]=[CH:32][CH:31]=3)[CH2:40][O:39][C:38]2=[O:41])=[O:13])[CH:3]=[C:2]([F:1])[CH:7]=1. The yield is 0.615. (4) The reactants are [N+:1]([C:4]1[CH:22]=[CH:21][CH:20]=[CH:19][C:5]=1[NH:6][CH:7]=[C:8]([C:14]([O:16][CH2:17][CH3:18])=[O:15])[C:9]([O:11]CC)=O)([O-:3])=[O:2].C1(OC2C=CC=CC=2)C=CC=CC=1. The catalyst is C(OCC)C. The product is [CH2:17]([O:16][C:14]([CH:8]1[C:9](=[O:11])[C:19]2[C:5](=[C:4]([N+:1]([O-:3])=[O:2])[CH:22]=[CH:21][CH:20]=2)[N:6]=[CH:7]1)=[O:15])[CH3:18]. The yield is 0.850. (5) The reactants are [Cl:1][C:2]1[CH:3]=[C:4]([CH:8](O)[CH3:9])[CH:5]=[CH:6][CH:7]=1.[Br:11]P(Br)Br. The catalyst is C(OCC)C. The product is [Br:11][CH:8]([C:4]1[CH:5]=[CH:6][CH:7]=[C:2]([Cl:1])[CH:3]=1)[CH3:9]. The yield is 0.571.